Dataset: Reaction yield outcomes from USPTO patents with 853,638 reactions. Task: Predict the reaction yield, written as a fraction of the theoretical maximum amount of product (1.0 means a 100% yield; for example, 0.34 means a 34% yield). (1) The reactants are C(O[C:4](=[O:30])[NH:5][CH2:6][C:7]1[CH:12]=[CH:11][C:10]([CH2:13][C:14]2[C:15]([F:29])=[C:16]([C:22]3[CH:27]=[CH:26][CH:25]=[C:24]([Cl:28])[CH:23]=3)[C:17]([O:20][CH3:21])=[CH:18][CH:19]=2)=[CH:9][N:8]=1)C.ClC(=O)[C:33]([O:35][CH2:36][CH3:37])=[O:34]. The catalyst is ClCCl. The product is [CH2:36]([O:35][C:33](=[O:34])[C:4]([NH:5][CH2:6][C:7]1[CH:12]=[CH:11][C:10]([CH2:13][C:14]2[C:15]([F:29])=[C:16]([C:22]3[CH:27]=[CH:26][CH:25]=[C:24]([Cl:28])[CH:23]=3)[C:17]([O:20][CH3:21])=[CH:18][CH:19]=2)=[CH:9][N:8]=1)=[O:30])[CH3:37]. The yield is 0.350. (2) The reactants are C1(N=C=NC2CCCCC2)CCCCC1.[Cl:16][C:17]1[CH:22]=[CH:21][C:20]([NH2:23])=[C:19]([NH2:24])[CH:18]=1.[C:25]([O:29][C:30]([NH:32][C:33]1([C:38](O)=O)[CH2:37][CH2:36][O:35][CH2:34]1)=[O:31])([CH3:28])([CH3:27])[CH3:26]. The yield is 0.780. The catalyst is C1COCC1. The product is [C:25]([O:29][C:30](=[O:31])[NH:32][C:33]1([C:38]2[NH:23][C:20]3[CH:21]=[CH:22][C:17]([Cl:16])=[CH:18][C:19]=3[N:24]=2)[CH2:37][CH2:36][O:35][CH2:34]1)([CH3:28])([CH3:26])[CH3:27]. (3) The reactants are [F:1][C:2]1[CH:3]=[C:4]([C:8]2[CH:17]=[C:16]3[C:11]([N:12]=[CH:13][C:14]([C:18]4[S:19][CH:20]=[CH:21][N:22]=4)=[N:15]3)=[C:10]([C:23]([NH:25][CH2:26][C:27]([O:29]CC)=[O:28])=[O:24])[C:9]=2[OH:32])[CH:5]=[CH:6][CH:7]=1.[OH-].[Na+]. The catalyst is C(O)C. The product is [F:1][C:2]1[CH:3]=[C:4]([C:8]2[CH:17]=[C:16]3[C:11]([N:12]=[CH:13][C:14]([C:18]4[S:19][CH:20]=[CH:21][N:22]=4)=[N:15]3)=[C:10]([C:23]([NH:25][CH2:26][C:27]([OH:29])=[O:28])=[O:24])[C:9]=2[OH:32])[CH:5]=[CH:6][CH:7]=1. The yield is 0.107. (4) The product is [CH2:9]([O:8][C:6]([C:5]1[C:4](=[O:20])[C:14]2[C:15](=[O:19])[CH2:16][CH2:17][CH2:18][C:13]=2[NH:12][CH:11]=1)=[O:7])[CH3:10]. The yield is 0.720. The reactants are C(O[C:4](=[O:20])[C:5](=[CH:11][NH:12][C:13]1[CH2:18][CH2:17][CH2:16][C:15](=[O:19])[CH:14]=1)[C:6]([O:8][CH2:9][CH3:10])=[O:7])C.C1(OC2C=CC=CC=2)C=CC=CC=1. The catalyst is CCCCCC. (5) The reactants are [C:1]([NH:4][C:5]1[CH:10]=[C:9]([C:11]2[S:15][C:14]([C:16]([NH2:18])=O)=[C:13]([CH2:19][C:20]3[CH:25]=[CH:24][C:23]([Cl:26])=[CH:22][CH:21]=3)[C:12]=2[C:27]#[N:28])[CH:8]=[CH:7][N:6]=1)(=[O:3])[CH3:2].COC(OC)[N:32]([CH3:34])C.[NH2:37]N. The catalyst is C1(C)C=CC=CC=1. The product is [Cl:26][C:23]1[CH:22]=[CH:21][C:20]([CH2:19][C:13]2[C:12]([C:27]#[N:28])=[C:11]([C:9]3[CH:8]=[CH:7][N:6]=[C:5]([NH:4][C:1](=[O:3])[CH3:2])[CH:10]=3)[S:15][C:14]=2[C:16]2[NH:18][CH:34]=[N:32][N:37]=2)=[CH:25][CH:24]=1. The yield is 0.480.